Task: Predict the reactants needed to synthesize the given product.. Dataset: Full USPTO retrosynthesis dataset with 1.9M reactions from patents (1976-2016) Given the product [Br:1][C:2]1[CH:3]=[C:4]([C@@:8]2([CH3:25])[N:13]([CH2:14][C:15]3[CH:20]=[CH:19][C:18]([O:21][CH3:22])=[CH:17][CH:16]=3)[C:12](=[O:23])[C:11]([CH3:26])([CH3:24])[O:10][CH2:9]2)[CH:5]=[CH:6][CH:7]=1, predict the reactants needed to synthesize it. The reactants are: [Br:1][C:2]1[CH:3]=[C:4]([C@@:8]2([CH3:25])[N:13]([CH2:14][C:15]3[CH:20]=[CH:19][C:18]([O:21][CH3:22])=[CH:17][CH:16]=3)[C:12](=[O:23])[C@H:11]([CH3:24])[O:10][CH2:9]2)[CH:5]=[CH:6][CH:7]=1.[CH:26]([N-]C(C)C)(C)C.[Li+].IC.